Dataset: Reaction yield outcomes from USPTO patents with 853,638 reactions. Task: Predict the reaction yield, written as a fraction of the theoretical maximum amount of product (1.0 means a 100% yield; for example, 0.34 means a 34% yield). The reactants are [CH:1]([C:3]1[CH:4]=[C:5]([CH:10]=[CH:11][CH:12]=1)[C:6]([NH:8][CH3:9])=[O:7])=O.C1(P(C2C=CC=CC=2)(C2C=CC=CC=2)=[CH:20][C:21]([O:23][CH3:24])=[O:22])C=CC=CC=1. The catalyst is ClCCl. The product is [CH3:9][NH:8][C:6]([C:5]1[CH:4]=[C:3](/[CH:1]=[CH:20]/[C:21]([O:23][CH3:24])=[O:22])[CH:12]=[CH:11][CH:10]=1)=[O:7]. The yield is 0.970.